Dataset: NCI-60 drug combinations with 297,098 pairs across 59 cell lines. Task: Regression. Given two drug SMILES strings and cell line genomic features, predict the synergy score measuring deviation from expected non-interaction effect. (1) Drug 1: C1=CC(=CC=C1CCC2=CNC3=C2C(=O)NC(=N3)N)C(=O)NC(CCC(=O)O)C(=O)O. Drug 2: CC12CCC3C(C1CCC2OP(=O)(O)O)CCC4=C3C=CC(=C4)OC(=O)N(CCCl)CCCl.[Na+]. Cell line: A549. Synergy scores: CSS=38.1, Synergy_ZIP=-1.34, Synergy_Bliss=-1.18, Synergy_Loewe=-32.0, Synergy_HSA=0.274. (2) Drug 1: CC1CCC2CC(C(=CC=CC=CC(CC(C(=O)C(C(C(=CC(C(=O)CC(OC(=O)C3CCCCN3C(=O)C(=O)C1(O2)O)C(C)CC4CCC(C(C4)OC)O)C)C)O)OC)C)C)C)OC. Drug 2: B(C(CC(C)C)NC(=O)C(CC1=CC=CC=C1)NC(=O)C2=NC=CN=C2)(O)O. Cell line: KM12. Synergy scores: CSS=25.6, Synergy_ZIP=-2.02, Synergy_Bliss=2.49, Synergy_Loewe=-13.7, Synergy_HSA=0.943. (3) Drug 1: CC12CCC3C(C1CCC2=O)CC(=C)C4=CC(=O)C=CC34C. Drug 2: CC(C)CN1C=NC2=C1C3=CC=CC=C3N=C2N. Cell line: SK-MEL-2. Synergy scores: CSS=43.7, Synergy_ZIP=0.842, Synergy_Bliss=1.69, Synergy_Loewe=1.33, Synergy_HSA=0.855. (4) Drug 1: CS(=O)(=O)C1=CC(=C(C=C1)C(=O)NC2=CC(=C(C=C2)Cl)C3=CC=CC=N3)Cl. Drug 2: C1CCC(CC1)NC(=O)N(CCCl)N=O. Cell line: KM12. Synergy scores: CSS=33.9, Synergy_ZIP=-8.21, Synergy_Bliss=-7.05, Synergy_Loewe=-3.55, Synergy_HSA=-1.65. (5) Drug 1: CS(=O)(=O)C1=CC(=C(C=C1)C(=O)NC2=CC(=C(C=C2)Cl)C3=CC=CC=N3)Cl. Drug 2: CC12CCC3C(C1CCC2=O)CC(=C)C4=CC(=O)C=CC34C. Cell line: SF-539. Synergy scores: CSS=12.8, Synergy_ZIP=-3.57, Synergy_Bliss=-6.01, Synergy_Loewe=-27.1, Synergy_HSA=-5.29. (6) Drug 1: CCCCCOC(=O)NC1=NC(=O)N(C=C1F)C2C(C(C(O2)C)O)O. Drug 2: C#CCC(CC1=CN=C2C(=N1)C(=NC(=N2)N)N)C3=CC=C(C=C3)C(=O)NC(CCC(=O)O)C(=O)O. Cell line: OVCAR-8. Synergy scores: CSS=39.5, Synergy_ZIP=2.45, Synergy_Bliss=-0.0551, Synergy_Loewe=-29.5, Synergy_HSA=-0.658. (7) Drug 1: C1=NC(=NC(=O)N1C2C(C(C(O2)CO)O)O)N. Drug 2: B(C(CC(C)C)NC(=O)C(CC1=CC=CC=C1)NC(=O)C2=NC=CN=C2)(O)O. Cell line: OVCAR-4. Synergy scores: CSS=60.5, Synergy_ZIP=-4.30, Synergy_Bliss=-0.793, Synergy_Loewe=-3.38, Synergy_HSA=0.0590. (8) Drug 1: CCC1(CC2CC(C3=C(CCN(C2)C1)C4=CC=CC=C4N3)(C5=C(C=C6C(=C5)C78CCN9C7C(C=CC9)(C(C(C8N6C)(C(=O)OC)O)OC(=O)C)CC)OC)C(=O)OC)O.OS(=O)(=O)O. Drug 2: CN(C(=O)NC(C=O)C(C(C(CO)O)O)O)N=O. Cell line: SK-MEL-28. Synergy scores: CSS=2.01, Synergy_ZIP=-1.60, Synergy_Bliss=-3.90, Synergy_Loewe=1.02, Synergy_HSA=-4.02.